Dataset: Forward reaction prediction with 1.9M reactions from USPTO patents (1976-2016). Task: Predict the product of the given reaction. (1) Given the reactants [Br:1][C:2]1[N:6]2[N:7]=[C:8](F)[CH:9]=[CH:10][C:5]2=[N:4][CH:3]=1.[O:12]1[CH2:17][CH2:16][CH:15]([NH2:18])[CH2:14][CH2:13]1.C(=O)([O-])[O-].[Cs+].[Cs+], predict the reaction product. The product is: [Br:1][C:2]1[N:6]2[N:7]=[C:8]([NH:18][CH:15]3[CH2:16][CH2:17][O:12][CH2:13][CH2:14]3)[CH:9]=[CH:10][C:5]2=[N:4][CH:3]=1. (2) Given the reactants [CH:1]([O:14][CH2:15]CC1CCNCC=1)([C:8]1[CH:13]=[CH:12][CH:11]=[CH:10][CH:9]=1)C1C=CC=CC=1.O1CC1CC1C=CC=CC=1, predict the reaction product. The product is: [CH2:15]1[O:14][C@@H:1]1[C:8]1[CH:9]=[CH:10][CH:11]=[CH:12][CH:13]=1. (3) Given the reactants [C:1]([NH:5][C:6]1[C:11]([NH2:12])=[CH:10][CH:9]=[CH:8][N:7]=1)([CH3:4])([CH3:3])[CH3:2].CCN(C(C)C)C(C)C.[F:22][C:23]1[C:31]([F:32])=[CH:30][CH:29]=[CH:28][C:24]=1[C:25](Cl)=[O:26], predict the reaction product. The product is: [C:1]([NH:5][C:6]1[C:11]([NH:12][C:25](=[O:26])[C:24]2[CH:28]=[CH:29][CH:30]=[C:31]([F:32])[C:23]=2[F:22])=[CH:10][CH:9]=[CH:8][N:7]=1)([CH3:4])([CH3:2])[CH3:3]. (4) Given the reactants [CH3:1][O:2][C:3](=[O:18])[C:4]1[CH:9]=[CH:8][C:7]([C:10]([CH3:12])=[CH2:11])=[C:6]([O:13][C:14]([F:17])([F:16])[F:15])[CH:5]=1, predict the reaction product. The product is: [CH3:1][O:2][C:3](=[O:18])[C:4]1[CH:9]=[CH:8][C:7]([CH:10]([CH3:12])[CH3:11])=[C:6]([O:13][C:14]([F:15])([F:16])[F:17])[CH:5]=1. (5) The product is: [Cl:42][C:26]1[C:27]([NH:29][C:30]2[CH:35]=[CH:34][CH:33]=[CH:32][C:31]=2[S:36]([N:39]([CH3:41])[CH3:40])(=[O:38])=[O:37])=[N:28][C:23]([NH:21][C:4]2[C:3]([O:2][CH3:1])=[CH:20][C:7]3[CH2:8][CH2:9][N:10]([CH:13]([CH2:14][O:15][CH3:16])[CH2:17][O:18][CH3:19])[CH2:11][CH2:12][C:6]=3[CH:5]=2)=[N:24][CH:25]=1. Given the reactants [CH3:1][O:2][C:3]1[C:4]([NH2:21])=[CH:5][C:6]2[CH2:12][CH2:11][N:10]([CH:13]([CH2:17][O:18][CH3:19])[CH2:14][O:15][CH3:16])[CH2:9][CH2:8][C:7]=2[CH:20]=1.Cl[C:23]1[N:28]=[C:27]([NH:29][C:30]2[CH:35]=[CH:34][CH:33]=[CH:32][C:31]=2[S:36]([N:39]([CH3:41])[CH3:40])(=[O:38])=[O:37])[C:26]([Cl:42])=[CH:25][N:24]=1, predict the reaction product. (6) Given the reactants C(NC(C1C([N+]([O-])=O)=CC(OCCCC(O)=O)=C(OC)C=1)C)(OCC1C2C(=CC=CC=2)C2C1=CC=CC=2)=O.C(Cl)CCl.C1C=CC2N(O)N=NC=2C=1.C1C=C2C(C(O)(O)C(=O)C2=CC=1)=O.[CH2:66]([CH:69]1[CH:95]=[C:94]([CH3:96])[CH2:93][CH:92]([CH3:97])[CH2:91][CH:90]([O:98][CH3:99])[CH:89]2[O:100][C:85]([OH:104])([CH:86]([CH3:103])[CH2:87][CH:88]2[O:101][CH3:102])[C:84](=[O:105])[C:83](=[O:106])[N:82]2[CH:77]([CH2:78][CH2:79][CH2:80][CH2:81]2)[C:76](=[O:107])[O:75][CH:74]([C:108]([CH3:130])=[CH:109][CH:110]2[CH2:115][CH2:114][CH:113]([O:116]C(=O)CCCCCCC(O)=O)[CH:112]([O:128][CH3:129])[CH2:111]2)[CH:73]([CH3:131])[CH:72]([OH:132])[CH2:71][C:70]1=[O:133])[CH:67]=[CH2:68], predict the reaction product. The product is: [CH3:97][C@H:92]1[CH2:93][C:94]([CH3:96])=[CH:95][C@@H:69]([CH2:66][CH:67]=[CH2:68])[C:70](=[O:133])[CH2:71][C@H:72]([OH:132])[C@@H:73]([CH3:131])[C@@H:74](/[C:108](/[CH3:130])=[CH:109]/[C@H:110]2[CH2:111][C@@H:112]([O:128][CH3:129])[C@H:113]([OH:116])[CH2:114][CH2:115]2)[O:75][C:76](=[O:107])[C@H:77]2[N:82]([CH2:81][CH2:80][CH2:79][CH2:78]2)[C:83](=[O:106])[C:84](=[O:105])[C@:85]2([OH:104])[O:100][C@@H:89]([C@@H:88]([O:101][CH3:102])[CH2:87][C@H:86]2[CH3:103])[C@@H:90]([O:98][CH3:99])[CH2:91]1. (7) Given the reactants [CH3:1][C:2]1([CH3:35])[CH2:10][C@H:9]([NH:11][C:12]2[C:17]([F:18])=[CH:16][N:15]=[C:14]([NH:19][C:20]3[C:21]([F:34])=[CH:22][C:23](Br)=[C:24]([N:26]4[C:30](=[O:31])[N:29]([CH3:32])[N:28]=[N:27]4)[CH:25]=3)[N:13]=2)[CH2:8][C@H:7]2[N:3]1[CH2:4][CH2:5][CH2:6]2.C1(P(C2C=CC=CC=2)C2C=CC=CC=2)C=CC=CC=1.C(N(C(C)C)CC)(C)C.[CH2:64]([OH:67])[C:65]#[CH:66], predict the reaction product. The product is: [CH3:1][C:2]1([CH3:35])[CH2:10][C@H:9]([NH:11][C:12]2[C:17]([F:18])=[CH:16][N:15]=[C:14]([NH:19][C:20]3[C:21]([F:34])=[CH:22][C:23]([C:66]#[C:65][CH2:64][OH:67])=[C:24]([N:26]4[C:30](=[O:31])[N:29]([CH3:32])[N:28]=[N:27]4)[CH:25]=3)[N:13]=2)[CH2:8][C@H:7]2[N:3]1[CH2:4][CH2:5][CH2:6]2. (8) Given the reactants Cl[C:2]1[CH:7]=[N:6][CH:5]=[C:4]([Cl:8])[N:3]=1.[CH2:9]([NH:11][C:12]1([C:18]([NH2:20])=[O:19])[CH2:17][CH2:16][NH:15][CH2:14][CH2:13]1)[CH3:10].C([O-])([O-])=O.[K+].[K+], predict the reaction product. The product is: [Cl:8][C:4]1[N:3]=[C:2]([N:15]2[CH2:14][CH2:13][C:12]([NH:11][CH2:9][CH3:10])([C:18]([NH2:20])=[O:19])[CH2:17][CH2:16]2)[CH:7]=[N:6][CH:5]=1. (9) The product is: [ClH:32].[S:1]1[C:5]2[CH:6]=[CH:7][CH:8]=[CH:9][C:4]=2[CH:3]=[C:2]1[S:10]([N:13]1[C:17]([C:18]2[CH:23]=[CH:22][CH:21]=[CH:20][CH:19]=2)=[CH:16][C:15]([CH2:24][NH:29][CH3:28])=[CH:14]1)(=[O:12])=[O:11]. Given the reactants [S:1]1[C:5]2[CH:6]=[CH:7][CH:8]=[CH:9][C:4]=2[CH:3]=[C:2]1[S:10]([N:13]1[C:17]([C:18]2[CH:23]=[CH:22][CH:21]=[CH:20][CH:19]=2)=[CH:16][C:15]([CH:24]=O)=[CH:14]1)(=[O:12])=[O:11].CO.[CH3:28][NH2:29].[BH4-].[Na+].[ClH:32].C(=O)([O-])O.[Na+], predict the reaction product. (10) Given the reactants [OH-].[K+].[CH3:3][O:4][C:5](=[O:27])[CH:6]([NH:15][C:16]([CH3:26])=[CH:17][C:18](=[O:25])[C:19]1[CH:20]=[N:21][CH:22]=[CH:23][CH:24]=1)[CH2:7][C:8]1[CH:13]=[CH:12][C:11]([OH:14])=[CH:10][CH:9]=1.[Br:28][CH2:29][CH2:30]Br, predict the reaction product. The product is: [CH3:3][O:4][C:5](=[O:27])[CH:6]([NH:15][C:16]([CH3:26])=[CH:17][C:18](=[O:25])[C:19]1[CH:20]=[N:21][CH:22]=[CH:23][CH:24]=1)[CH2:7][C:8]1[CH:13]=[CH:12][C:11]([O:14][CH2:30][CH2:29][Br:28])=[CH:10][CH:9]=1.